From a dataset of Reaction yield outcomes from USPTO patents with 853,638 reactions. Predict the reaction yield, written as a fraction of the theoretical maximum amount of product (1.0 means a 100% yield; for example, 0.34 means a 34% yield). (1) The reactants are C([O:8][C:9]1[CH:31]=[CH:30][C:29]([C:32](=O)[CH2:33]Br)=[CH:28][C:10]=1[C:11]([NH:13][C:14]1[CH:19]=[C:18]([C:20]([F:23])([F:22])[F:21])[CH:17]=[C:16]([C:24]([F:27])([F:26])[F:25])[CH:15]=1)=[O:12])C1C=CC=CC=1.[NH2:36][C:37]1[CH:42]=[CH:41][CH:40]=[CH:39][N:38]=1.C(=O)([O-])O.[Na+]. The catalyst is C(O)C. The product is [F:25][C:24]([F:26])([F:27])[C:16]1[CH:15]=[C:14]([NH:13][C:11](=[O:12])[C:10]2[CH:28]=[C:29]([C:32]3[N:36]=[C:37]4[CH:42]=[CH:41][CH:40]=[CH:39][N:38]4[CH:33]=3)[CH:30]=[CH:31][C:9]=2[OH:8])[CH:19]=[C:18]([C:20]([F:23])([F:22])[F:21])[CH:17]=1. The yield is 0.459. (2) The reactants are [C:1]([O:4][C:5](=O)[CH3:6])(=[O:3])[CH3:2].[CH3:8][O:9][CH2:10][O:11][C:12]1[CH:21]=[CH:20][C:19]2[O:18][CH:17]([C:22]3[CH:27]=[CH:26][C:25]([O:28][CH2:29][O:30][CH3:31])=[CH:24][CH:23]=3)[CH:16]3[CH2:32]C(O)C[CH:15]3[C:14]=2[CH:13]=1. The catalyst is CN(C1C=CN=CC=1)C.C(Cl)Cl.CCOC(C)=O. The product is [CH3:8][O:9][CH2:10][O:11][C:12]1[CH:21]=[CH:20][C:19]2[O:18][CH:17]([C:22]3[CH:27]=[CH:26][C:25]([O:28][CH2:29][O:30][CH3:31])=[CH:24][CH:23]=3)[CH:16]3[CH2:32][CH:5]([O:4][C:1](=[O:3])[CH3:2])[CH2:6][CH:15]3[C:14]=2[CH:13]=1. The yield is 0.830.